Dataset: Rat liver microsome stability data. Task: Regression/Classification. Given a drug SMILES string, predict its absorption, distribution, metabolism, or excretion properties. Task type varies by dataset: regression for continuous measurements (e.g., permeability, clearance, half-life) or binary classification for categorical outcomes (e.g., BBB penetration, CYP inhibition). Dataset: rlm. (1) The molecule is Clc1ccc(-c2noc3ncnc(N4CCCCC4)c23)cc1. The result is 1 (stable in rat liver microsomes). (2) The molecule is CC(C)c1ccc2oc3nc(N)c(C(=O)O)cc3c(=O)c2c1. The result is 0 (unstable in rat liver microsomes). (3) The drug is Cc1nc(CN2CCN(c3cccc4[nH]c(-c5ccc(C(C)(C)C)cc5)nc34)CC2)c[nH]1. The result is 0 (unstable in rat liver microsomes). (4) The compound is Cc1ccc(C)c(NC2=C(c3ccc(C(F)(F)F)cc3)C(=O)c3ccccc32)c1. The result is 1 (stable in rat liver microsomes). (5) The molecule is CN(C)Cc1ccc(C(=O)Cn2ccc(OCc3ccccc3)cc2=O)cc1. The result is 1 (stable in rat liver microsomes).